This data is from CYP2C9 inhibition data for predicting drug metabolism from PubChem BioAssay. The task is: Regression/Classification. Given a drug SMILES string, predict its absorption, distribution, metabolism, or excretion properties. Task type varies by dataset: regression for continuous measurements (e.g., permeability, clearance, half-life) or binary classification for categorical outcomes (e.g., BBB penetration, CYP inhibition). Dataset: cyp2c9_veith. (1) The compound is CN1CCN(C2=Cc3ccccc3Oc3ccc(Cl)cc32)CC1. The result is 0 (non-inhibitor). (2) The drug is CO[C@@H]1COC(=O)C/C=C\[C@@H](C)[C@@H]2C=C[C@@H](O)[C@@H](COC(=O)C/C=C\[C@H]1C)O2. The result is 0 (non-inhibitor). (3) The drug is O=C(c1cccc(F)c1)N1CCC[C@@]2(CCN(c3ccncc3)C2)C1. The result is 0 (non-inhibitor). (4) The molecule is CSc1nc2ccccc2cc1/C=C(\C#N)c1ccc(Cl)cc1Cl. The result is 1 (inhibitor).